This data is from Forward reaction prediction with 1.9M reactions from USPTO patents (1976-2016). The task is: Predict the product of the given reaction. (1) Given the reactants [CH3:1][O:2][C:3]1[CH:4]=[C:5]([CH2:23][OH:24])[CH:6]=[CH:7][C:8]=1[O:9][CH2:10][C:11]1[C:12]([CH3:22])=[N:13][N:14]([C:16]2[CH:21]=[CH:20][CH:19]=[CH:18][N:17]=2)[CH:15]=1.O[C:26]1[C:30]([CH:31]=[O:32])=[CH:29][N:28]([C:33]2[CH:38]=[CH:37][CH:36]=[CH:35][CH:34]=2)[N:27]=1.C(P(CCCC)CCCC)CCC.N(C(N1CCCCC1)=O)=NC(N1CCCCC1)=O, predict the reaction product. The product is: [CH3:1][O:2][C:3]1[CH:4]=[C:5]([CH:6]=[CH:7][C:8]=1[O:9][CH2:10][C:11]1[C:12]([CH3:22])=[N:13][N:14]([C:16]2[CH:21]=[CH:20][CH:19]=[CH:18][N:17]=2)[CH:15]=1)[CH2:23][O:24][C:26]1[C:30]([CH:31]=[O:32])=[CH:29][N:28]([C:33]2[CH:34]=[CH:35][CH:36]=[CH:37][CH:38]=2)[N:27]=1. (2) Given the reactants [F:1][C:2]([F:6])([F:5])[CH2:3][OH:4].[O:7]1[CH2:11][CH2:10]OC1=O, predict the reaction product. The product is: [F:1][C:2]([F:6])([F:5])[CH2:3][O:4][CH2:10][CH2:11][OH:7]. (3) Given the reactants [OH:1][CH2:2][C:3]1[CH:4]=[C:5]([CH:8]=[CH:9][CH:10]=1)[C:6]#[N:7].Cl[C:12]1[CH:24]=[C:16]2[N:17]([CH3:23])[C:18]([CH3:22])([CH3:21])[CH2:19][CH2:20][N:15]2[C:14](=[O:25])[N:13]=1, predict the reaction product. The product is: [CH3:23][N:17]1[C:18]([CH3:22])([CH3:21])[CH2:19][CH2:20][N:15]2[C:14](=[O:25])[N:13]=[C:12]([O:1][CH2:2][C:3]3[CH:4]=[C:5]([CH:8]=[CH:9][CH:10]=3)[C:6]#[N:7])[CH:24]=[C:16]12. (4) The product is: [Cl:8][C:9]1[CH:10]=[C:11]([C:19]2[S:23][C:22]([N:24]3[C:32]4[CH2:31][CH2:30][N:29]([CH2:35][CH2:34][C:33]([OH:37])=[O:36])[CH2:28][C:27]=4[CH:26]=[N:25]3)=[N:21][N:20]=2)[CH:12]=[CH:13][C:14]=1[O:15][CH:16]([CH3:17])[CH3:18]. Given the reactants FC(F)(F)C(O)=O.[Cl:8][C:9]1[CH:10]=[C:11]([C:19]2[S:23][C:22]([N:24]3[C:32]4[CH2:31][CH2:30][NH:29][CH2:28][C:27]=4[CH:26]=[N:25]3)=[N:21][N:20]=2)[CH:12]=[CH:13][C:14]=1[O:15][CH:16]([CH3:18])[CH3:17].[C:33]([O:37]C(C)(C)C)(=[O:36])[CH:34]=[CH2:35].C(N(CC)CC)C.FC(F)(F)C(O)=O, predict the reaction product.